Dataset: Reaction yield outcomes from USPTO patents with 853,638 reactions. Task: Predict the reaction yield, written as a fraction of the theoretical maximum amount of product (1.0 means a 100% yield; for example, 0.34 means a 34% yield). (1) The reactants are [Si]([O:8][C@@H:9]1[C@@H:14]([CH:15]2[CH2:17][CH2:16]2)[CH2:13][N:12]([C:18]2[CH:23]=[CH:22][N:21]=[CH:20][C:19]=2[NH:24][C:25]([C:27]2[CH:36]=[CH:35][C:34]3[C:29](=[CH:30][C:31]([C:37]4[C:42]([F:43])=[CH:41][C:40]([O:44][CH3:45])=[CH:39][C:38]=4[F:46])=[CH:32][N:33]=3)[N:28]=2)=[O:26])[CH2:11][C@H:10]1[NH:47]C(=O)OC(C)(C)C)(C(C)(C)C)(C)C.Cl.O1CCOCC1. The catalyst is CO. The product is [NH2:47][C@H:10]1[C@H:9]([OH:8])[C@@H:14]([CH:15]2[CH2:17][CH2:16]2)[CH2:13][N:12]([C:18]2[CH:23]=[CH:22][N:21]=[CH:20][C:19]=2[NH:24][C:25]([C:27]2[CH:36]=[CH:35][C:34]3[C:29](=[CH:30][C:31]([C:37]4[C:42]([F:43])=[CH:41][C:40]([O:44][CH3:45])=[CH:39][C:38]=4[F:46])=[CH:32][N:33]=3)[N:28]=2)=[O:26])[CH2:11]1. The yield is 0.710. (2) The reactants are [OH:1][C:2]1[CH:3]([CH3:14])[NH:4][C:5]([CH3:13])=[C:6]([C:8]([O:10][CH2:11][CH3:12])=[O:9])[N:7]=1. The catalyst is C(Cl)Cl.CCOC(C)=O.CCCC(C)C.[O-2].[O-2].[Mn+4]. The product is [OH:1][C:2]1[N:7]=[C:6]([C:8]([O:10][CH2:11][CH3:12])=[O:9])[C:5]([CH3:13])=[N:4][C:3]=1[CH3:14]. The yield is 0.726. (3) The reactants are [CH:1]([NH:4][C:5]1[S:6][C:7]2[CH:12]=[C:11]([CH:13]=O)[N:10]=[CH:9][C:8]=2[N:15]=1)([CH3:3])[CH3:2].[NH4+].[OH-].[F:18][C:19]1[CH:24]=[CH:23][CH:22]=[CH:21][C:20]=1[CH:25]([N+:36]#[C-:37])S(C1C=CC(C)=CC=1)(=O)=O.[NH:38]1CCNCC1. The catalyst is C1COCC1.CCOC(C)=O. The product is [F:18][C:19]1[CH:24]=[CH:23][CH:22]=[CH:21][C:20]=1[C:25]1[N:36]=[CH:37][NH:38][C:13]=1[C:11]1[N:10]=[CH:9][C:8]2[N:15]=[C:5]([NH:4][CH:1]([CH3:3])[CH3:2])[S:6][C:7]=2[CH:12]=1. The yield is 0.250. (4) The reactants are [Br:1][C:2]([F:16])([F:15])[C:3]#[C:4][Si](C(C)C)(C(C)C)C(C)C.[CH:17](=[O:23])[CH2:18][CH2:19][CH2:20][CH2:21][CH3:22]. The catalyst is C1COCC1.CCCC[N+](CCCC)(CCCC)CCCC.[F-]. The product is [Br:1][C:2]([F:15])([F:16])[C:3]#[C:4][CH:17]([OH:23])[CH2:18][CH2:19][CH2:20][CH2:21][CH3:22]. The yield is 0.650. (5) The reactants are [CH3:1][O:2][CH2:3][CH2:4][N:5]1[CH2:9][C@@H:8]([C:10]2[CH:15]=[CH:14][CH:13]=[C:12]([C:16]([F:19])([F:18])[F:17])[CH:11]=2)[C@H:7]([NH:20]C(=O)OC(C)(C)C)[CH2:6]1.CC(O)C.[ClH:32]. No catalyst specified. The product is [ClH:32].[ClH:32].[CH3:1][O:2][CH2:3][CH2:4][N:5]1[CH2:9][C@@H:8]([C:10]2[CH:15]=[CH:14][CH:13]=[C:12]([C:16]([F:17])([F:18])[F:19])[CH:11]=2)[C@H:7]([NH2:20])[CH2:6]1. The yield is 0.995.